Dataset: Reaction yield outcomes from USPTO patents with 853,638 reactions. Task: Predict the reaction yield, written as a fraction of the theoretical maximum amount of product (1.0 means a 100% yield; for example, 0.34 means a 34% yield). (1) The reactants are [F:1][CH:2]([F:36])[C:3]1[CH:8]=[CH:7][C:6]([C:9]2[S:13][C:12]3[CH:14]=[C:15]([O:18]C)[CH:16]=[CH:17][C:11]=3[C:10]=2[O:20][C:21]2[CH:26]=[CH:25][C:24](/[CH:27]=[CH:28]/[C:29]([O:31][C:32]([CH3:35])([CH3:34])[CH3:33])=[O:30])=[CH:23][CH:22]=2)=[CH:5][CH:4]=1.C1(S)C=CC=CC=1.C([O-])([O-])=O.[K+].[K+]. The catalyst is CN1CCCC1=O. The product is [F:36][CH:2]([F:1])[C:3]1[CH:4]=[CH:5][C:6]([C:9]2[S:13][C:12]3[CH:14]=[C:15]([OH:18])[CH:16]=[CH:17][C:11]=3[C:10]=2[O:20][C:21]2[CH:26]=[CH:25][C:24](/[CH:27]=[CH:28]/[C:29]([O:31][C:32]([CH3:34])([CH3:33])[CH3:35])=[O:30])=[CH:23][CH:22]=2)=[CH:7][CH:8]=1. The yield is 0.620. (2) The reactants are [CH3:1][O:2][C:3]1[CH:23]=[CH:22][C:6]([O:7][C:8]2[S:9][C:10]([C:13]3[CH:18]=[CH:17][C:16]([CH:19]([NH2:21])[CH3:20])=[CH:15][CH:14]=3)=[CH:11][N:12]=2)=[CH:5][CH:4]=1.C(N(C(C)C)CC)(C)C.Cl[C:34]([O:36][CH3:37])=[O:35]. The catalyst is C(Cl)Cl. The product is [CH3:1][O:2][C:3]1[CH:23]=[CH:22][C:6]([O:7][C:8]2[S:9][C:10]([C:13]3[CH:18]=[CH:17][C:16]([CH:19]([NH:21][C:34](=[O:35])[O:36][CH3:37])[CH3:20])=[CH:15][CH:14]=3)=[CH:11][N:12]=2)=[CH:5][CH:4]=1. The yield is 0.860. (3) The product is [Br:1][C:2]1[C:3]([NH:9][NH2:10])=[N:4][CH:5]=[CH:6][CH:7]=1. The yield is 0.610. The catalyst is N1C=CC=CC=1. The reactants are [Br:1][C:2]1[C:3](Cl)=[N:4][CH:5]=[CH:6][CH:7]=1.[NH2:9][NH2:10]. (4) The reactants are [O:1]=[C:2]1[C:11]2[CH:10]=[CH:9][CH:8]=[C:7]3[NH:12][CH:13]([C:21]4[CH:28]=[CH:27][C:24]([CH:25]=[O:26])=[CH:23][CH:22]=4)[CH:14]([C:15]4[CH:20]=[CH:19][CH:18]=[CH:17][CH:16]=4)[C:5]([C:6]=23)=[N:4][NH:3]1.[NH:29]1[CH2:34][CH2:33][O:32][CH2:31][CH2:30]1.[BH4-].[Na+]. No catalyst specified. The product is [O:32]1[CH2:33][CH2:34][N:29]([CH2:25][C:24]2[CH:23]=[CH:22][C:21]([CH:13]3[NH:12][C:7]4[C:6]5[C:5](=[N:4][NH:3][C:2](=[O:1])[C:11]=5[CH:10]=[CH:9][CH:8]=4)[CH:14]3[C:15]3[CH:20]=[CH:19][CH:18]=[CH:17][CH:16]=3)=[CH:28][CH:27]=2)[CH2:30][CH2:31]1.[OH:26][CH2:25][C:24]1[CH:27]=[CH:28][C:21]([CH:13]2[NH:12][C:7]3[C:6]4[C:5](=[N:4][NH:3][C:2](=[O:1])[C:11]=4[CH:10]=[CH:9][CH:8]=3)[CH:14]2[C:15]2[CH:16]=[CH:17][CH:18]=[CH:19][CH:20]=2)=[CH:22][CH:23]=1. The yield is 0.110. (5) The reactants are [Cl:1][C:2]1[CH:3]=[C:4]([C:33]2[CH:38]=[CH:37][C:36]([C:39](O)=[O:40])=[CH:35][CH:34]=2)[CH:5]=[C:6]([Cl:32])[C:7]=1[CH2:8][C@@H:9]1[CH2:13][CH2:12][N:11]([C@H:14]2[CH2:19][CH2:18][C@H:17]([O:20][Si:21]([CH:28]([CH3:30])[CH3:29])([CH:25]([CH3:27])[CH3:26])[CH:22]([CH3:24])[CH3:23])[CH2:16][CH2:15]2)[C:10]1=[O:31].Cl.[F:43][C:44]([F:52])([F:51])[CH:45]1[CH2:50][CH2:49][NH:48][CH2:47][CH2:46]1. No catalyst specified. The product is [Cl:1][C:2]1[CH:3]=[C:4]([C:33]2[CH:34]=[CH:35][C:36]([C:39]([N:48]3[CH2:49][CH2:50][CH:45]([C:44]([F:52])([F:51])[F:43])[CH2:46][CH2:47]3)=[O:40])=[CH:37][CH:38]=2)[CH:5]=[C:6]([Cl:32])[C:7]=1[CH2:8][C@@H:9]1[CH2:13][CH2:12][N:11]([C@H:14]2[CH2:19][CH2:18][C@H:17]([O:20][Si:21]([CH:22]([CH3:23])[CH3:24])([CH:28]([CH3:30])[CH3:29])[CH:25]([CH3:26])[CH3:27])[CH2:16][CH2:15]2)[C:10]1=[O:31]. The yield is 0.510. (6) The reactants are [CH3:1][O:2][C:3]1[CH:4]=[C:5]([NH:13][C:14]2[CH:23]=[C:22]3[C:17]([CH:18]=[CH:19][C:20]([NH2:24])=[N:21]3)=[N:16][CH:15]=2)[CH:6]=[C:7]([O:11][CH3:12])[C:8]=1[O:9][CH3:10].[CH2:25]([N:27]=[C:28]=[S:29])[CH3:26]. The catalyst is N1C=CC=CC=1. The product is [CH2:25]([NH:27][C:28]([NH:24][C:20]1[CH:19]=[CH:18][C:17]2[C:22](=[CH:23][C:14]([NH:13][C:5]3[CH:6]=[C:7]([O:11][CH3:12])[C:8]([O:9][CH3:10])=[C:3]([O:2][CH3:1])[CH:4]=3)=[CH:15][N:16]=2)[N:21]=1)=[S:29])[CH3:26]. The yield is 0.510. (7) The reactants are [C:1]([O:5][C:6]([N:8]([CH3:14])[CH2:9][CH2:10][C:11]([OH:13])=O)=[O:7])([CH3:4])([CH3:3])[CH3:2].F[P-](F)(F)(F)(F)F.N1(OC(N(C)C)=[N+](C)C)C2N=CC=CC=2N=N1.C(N(C(C)C)CC)(C)C.[NH2:48][C:49]1[CH:54]=[CH:53][C:52]([NH:55][C:56]2[O:60][C:59]([C:61]3[C:66]([F:67])=[CH:65][CH:64]=[CH:63][C:62]=3[F:68])=[N:58][C:57]=2[C:69]#[N:70])=[CH:51][CH:50]=1. The yield is 0.440. The product is [C:69]([C:57]1[N:58]=[C:59]([C:61]2[C:62]([F:68])=[CH:63][CH:64]=[CH:65][C:66]=2[F:67])[O:60][C:56]=1[NH:55][C:52]1[CH:51]=[CH:50][C:49]([NH:48][C:11](=[O:13])[CH2:10][CH2:9][N:8]([CH3:14])[C:6](=[O:7])[O:5][C:1]([CH3:2])([CH3:3])[CH3:4])=[CH:54][CH:53]=1)#[N:70]. The catalyst is CN(C=O)C. (8) The yield is 0.870. The reactants are [Cl:1][C:2]1[CH:3]=[C:4]([C:9]#[C:10][Si](C)(C)C)[CH:5]=[C:6]([Cl:8])[CH:7]=1.[OH-].[K+]. The product is [Cl:1][C:2]1[CH:3]=[C:4]([C:9]#[CH:10])[CH:5]=[C:6]([Cl:8])[CH:7]=1. The catalyst is CO.O.